This data is from Reaction yield outcomes from USPTO patents with 853,638 reactions. The task is: Predict the reaction yield, written as a fraction of the theoretical maximum amount of product (1.0 means a 100% yield; for example, 0.34 means a 34% yield). (1) The reactants are [S:1]1[C:5]([C:6]2[C:7]([NH2:26])=[N:8][CH:9]=[C:10]([C:12]3[CH:17]=[CH:16][C:15]([O:18][Si:19]([C:22]([CH3:25])([CH3:24])[CH3:23])([CH3:21])[CH3:20])=[CH:14][CH:13]=3)[N:11]=2)=[CH:4][C:3]2[CH:27]=[CH:28][CH:29]=[CH:30][C:2]1=2.[Si:31]([O:38][C:39]1[CH:44]=[CH:43][C:42]([CH2:45][C:46](Cl)=[O:47])=[CH:41][CH:40]=1)([C:34]([CH3:37])([CH3:36])[CH3:35])([CH3:33])[CH3:32].O. The catalyst is CN(C)C1C=CN=CC=1.N1C=CC=CC=1. The product is [S:1]1[C:5]([C:6]2[C:7]([NH:26][C:46](=[O:47])[CH2:45][C:42]3[CH:41]=[CH:40][C:39]([O:38][Si:31]([C:34]([CH3:36])([CH3:35])[CH3:37])([CH3:32])[CH3:33])=[CH:44][CH:43]=3)=[N:8][CH:9]=[C:10]([C:12]3[CH:13]=[CH:14][C:15]([O:18][Si:19]([C:22]([CH3:25])([CH3:24])[CH3:23])([CH3:21])[CH3:20])=[CH:16][CH:17]=3)[N:11]=2)=[CH:4][C:3]2[CH:27]=[CH:28][CH:29]=[CH:30][C:2]1=2. The yield is 0.370. (2) The yield is 0.530. The product is [ClH:35].[ClH:35].[C:3]([OH:34])(=[O:2])[CH2:4][CH2:5][CH2:6][CH2:7][CH3:8]. The catalyst is O. The reactants are C[O:2][C:3](=[O:34])[C@:4](NC(OC(C)(C)C)=O)(CCN1CCCCC1)[CH2:5][CH2:6][CH2:7][CH2:8]B1OC(C)(C)C(C)(C)O1.[ClH:35]. (3) The reactants are C(OC([N:8]1[C:16]2[C:11](=[CH:12][C:13]([O:17][CH2:18][CH2:19][CH2:20][CH2:21][N:22]([CH2:24][CH:25]=[CH2:26])[CH3:23])=[CH:14][CH:15]=2)[CH2:10][CH2:9]1)=O)(C)(C)C. The catalyst is C(Cl)Cl. The product is [CH2:24]([N:22]([CH2:21][CH2:20][CH2:19][CH2:18][O:17][C:13]1[CH:12]=[C:11]2[C:16](=[CH:15][CH:14]=1)[NH:8][CH2:9][CH2:10]2)[CH3:23])[CH:25]=[CH2:26]. The yield is 0.980.